Dataset: Cav3 T-type calcium channel HTS with 100,875 compounds. Task: Binary Classification. Given a drug SMILES string, predict its activity (active/inactive) in a high-throughput screening assay against a specified biological target. (1) The molecule is O1C(CCC1)CNC(=O)/C(=C\c1c2c(n(CCOc3ccccc3)c1)cccc2)C#N. The result is 1 (active). (2) The compound is S=C(/N=P(\N1CCOCC1)(N1CCOCC1)C1CCCCC1)c1n(ccc1)C. The result is 0 (inactive). (3) The drug is Clc1c(C2Oc3c(C(=O)N2)cccc3)cc2OCOc2c1. The result is 0 (inactive). (4) The compound is S(=O)(=O)(N1CCOCC1)c1cc(C(=O)NC2CCCCC2)ccc1. The result is 0 (inactive). (5) The molecule is S(c1n(c(=O)c2c(n1)cccc2)c1ccccc1)CC(=O)c1sc(cc1)C. The result is 0 (inactive). (6) The result is 0 (inactive). The compound is S(=O)(=O)(N(CC(=O)Nc1c(OC)cccc1)C)c1ccc(OC)cc1.